From a dataset of Full USPTO retrosynthesis dataset with 1.9M reactions from patents (1976-2016). Predict the reactants needed to synthesize the given product. (1) Given the product [Cl:5][C:6]1[C:14]2[C:9](=[CH:10][CH:11]=[CH:12][C:13]=2[C:15]2[CH:16]=[N:17][C:18]3[C:23]([CH:24]=2)=[CH:22][CH:21]=[CH:20][CH:19]=3)[N:8]([C:25]2[CH:26]=[C:27]([NH:33][C@H:34]3[CH2:39][CH2:38][C@H:37]([OH:40])[CH2:36][CH2:35]3)[C:28]([C:31]([NH2:32])=[O:1])=[N:29][CH:30]=2)[N:7]=1, predict the reactants needed to synthesize it. The reactants are: [OH-:1].[Na+].OO.[Cl:5][C:6]1[C:14]2[C:9](=[CH:10][CH:11]=[CH:12][C:13]=2[C:15]2[CH:16]=[N:17][C:18]3[C:23]([CH:24]=2)=[CH:22][CH:21]=[CH:20][CH:19]=3)[N:8]([C:25]2[CH:26]=[C:27]([NH:33][C@H:34]3[CH2:39][CH2:38][C@H:37]([OH:40])[CH2:36][CH2:35]3)[C:28]([C:31]#[N:32])=[N:29][CH:30]=2)[N:7]=1.O. (2) Given the product [Cl:28][C:25]1[CH:26]=[CH:27][C:22]([O:21][C:17]2[CH:16]=[C:15]([CH:20]=[CH:19][CH:18]=2)[C:14]([NH:13][C:9]2[CH:10]=[CH:11][CH:12]=[C:7]([OH:6])[CH:8]=2)=[O:32])=[C:23]([N+:29]([O-:31])=[O:30])[CH:24]=1, predict the reactants needed to synthesize it. The reactants are: C([Si](C)(C)[O:6][C:7]1[CH:8]=[C:9]([NH:13][C:14](=[O:32])[C:15]2[CH:20]=[CH:19][CH:18]=[C:17]([O:21][C:22]3[CH:27]=[CH:26][C:25]([Cl:28])=[CH:24][C:23]=3[N+:29]([O-:31])=[O:30])[CH:16]=2)[CH:10]=[CH:11][CH:12]=1)(C)(C)C.[F-].C([N+](CCCC)(CCCC)CCCC)CCC.O. (3) Given the product [ClH:1].[NH2:24][CH:7]1[CH:6]([CH2:5][C:4]2[CH:32]=[CH:33][C:34]([Cl:35])=[C:2]([Cl:1])[CH:3]=2)[C:15]2[CH:14]=[C:13]([CH2:16][NH:17][S:18]([CH2:21][CH2:22][CH3:23])(=[O:20])=[O:19])[CH:12]=[CH:11][C:10]=2[CH2:9][CH2:8]1, predict the reactants needed to synthesize it. The reactants are: [Cl:1][C:2]1[CH:3]=[C:4]([CH:32]=[CH:33][C:34]=1[Cl:35])[CH2:5][CH:6]1[C:15]2[C:10](=[CH:11][CH:12]=[C:13]([CH2:16][NH:17][S:18]([CH2:21][CH2:22][CH3:23])(=[O:20])=[O:19])[CH:14]=2)[CH2:9][CH2:8][CH:7]1[NH:24]C(=O)OC(C)(C)C.